Dataset: Reaction yield outcomes from USPTO patents with 853,638 reactions. Task: Predict the reaction yield, written as a fraction of the theoretical maximum amount of product (1.0 means a 100% yield; for example, 0.34 means a 34% yield). The reactants are C[O:2][C:3]([C:5]1[S:6][C:7]([C:28]#[C:29][C:30]([CH3:33])([CH3:32])[CH3:31])=[CH:8][C:9]=1[N:10]([CH2:20][CH2:21][P:22]([O:25][CH2:26][CH3:27])([CH3:24])=[O:23])[C:11]([CH:13]1[CH2:18][CH2:17][CH:16]([CH3:19])[CH2:15][CH2:14]1)=[O:12])=[O:4].[Li+].[OH-].O.Cl. The catalyst is C1COCC1.CO. The product is [CH3:32][C:30]([CH3:31])([CH3:33])[C:29]#[C:28][C:7]1[S:6][C:5]([C:3]([OH:4])=[O:2])=[C:9]([N:10]([CH2:20][CH2:21][P:22]([O:25][CH2:26][CH3:27])([CH3:24])=[O:23])[C:11]([CH:13]2[CH2:14][CH2:15][CH:16]([CH3:19])[CH2:17][CH2:18]2)=[O:12])[CH:8]=1. The yield is 0.690.